From a dataset of Catalyst prediction with 721,799 reactions and 888 catalyst types from USPTO. Predict which catalyst facilitates the given reaction. (1) Reactant: [ClH:1].[CH2:2]([O:9][NH:10][C@H:11]1[CH2:16][N:15](C(=O)C(F)(F)F)[C@H:14]([C:23]([O:25][CH3:26])=[O:24])[CH2:13][CH2:12]1)[C:3]1[CH:8]=[CH:7][CH:6]=[CH:5][CH:4]=1. Product: [ClH:1].[ClH:1].[CH2:2]([O:9][NH:10][C@H:11]1[CH2:16][NH:15][C@H:14]([C:23]([O:25][CH3:26])=[O:24])[CH2:13][CH2:12]1)[C:3]1[CH:4]=[CH:5][CH:6]=[CH:7][CH:8]=1. The catalyst class is: 209. (2) Reactant: [CH3:1][C:2]1[CH:3]=[CH:4][C:5]([C:22]([N:24]2[CH2:29][CH2:28][O:27][CH2:26][CH2:25]2)=[O:23])=[C:6]([CH2:8][N:9]2[CH2:14][CH2:13][N:12](C(OC(C)(C)C)=O)[CH2:11][CH2:10]2)[CH:7]=1.FC(F)(F)C(O)=O. Product: [CH3:1][C:2]1[CH:3]=[CH:4][C:5]([C:22]([N:24]2[CH2:25][CH2:26][O:27][CH2:28][CH2:29]2)=[O:23])=[C:6]([CH2:8][N:9]2[CH2:14][CH2:13][NH:12][CH2:11][CH2:10]2)[CH:7]=1. The catalyst class is: 4. (3) Reactant: [NH2:1][C:2]1[CH:7]=[CH:6][CH:5]=[CH:4][C:3]=1[N:8]1[CH:12]=[CH:11][C:10]([C:13]([N:15]2[CH2:20][CH2:19][N:18]([C:21]([O:23][C:24]([CH3:27])([CH3:26])[CH3:25])=[O:22])[CH2:17][CH:16]2[CH2:28][C:29]2[CH:34]=[CH:33][CH:32]=[CH:31][CH:30]=2)=[O:14])=[C:9]1[C:35]1[CH:40]=[CH:39][CH:38]=[CH:37][CH:36]=1.[CH:41](=O)[CH2:42][CH2:43][CH2:44][CH3:45].C(O[BH-](OC(=O)C)OC(=O)C)(=O)C.[Na+].C(=O)(O)[O-].[Na+]. Product: [CH2:28]([CH:16]1[N:15]([C:13]([C:10]2[CH:11]=[CH:12][N:8]([C:3]3[CH:4]=[CH:5][CH:6]=[CH:7][C:2]=3[NH:1][CH2:41][CH2:42][CH2:43][CH2:44][CH3:45])[C:9]=2[C:35]2[CH:40]=[CH:39][CH:38]=[CH:37][CH:36]=2)=[O:14])[CH2:20][CH2:19][N:18]([C:21]([O:23][C:24]([CH3:26])([CH3:27])[CH3:25])=[O:22])[CH2:17]1)[C:29]1[CH:30]=[CH:31][CH:32]=[CH:33][CH:34]=1. The catalyst class is: 8. (4) Product: [CH3:10][N:11]([CH2:33][C:34]1[CH:35]=[N:36][CH:37]=[CH:38][CH:39]=1)[CH:12]1[CH2:17][CH2:16][N:15]([C:18]2[CH:19]=[CH:20][C:21]3[N:22]([C:24]([C:27]([F:30])([F:28])[F:29])=[N:25][N:26]=3)[N:23]=2)[CH2:14][CH2:13]1. Reactant: CCN(C(C)C)C(C)C.[CH3:10][NH:11][CH:12]1[CH2:17][CH2:16][N:15]([C:18]2[CH:19]=[CH:20][C:21]3[N:22]([C:24]([C:27]([F:30])([F:29])[F:28])=[N:25][N:26]=3)[N:23]=2)[CH2:14][CH2:13]1.Br.Br[CH2:33][C:34]1[CH:35]=[N:36][CH:37]=[CH:38][CH:39]=1. The catalyst class is: 44. (5) Reactant: Cl[C:2]1[N:11]=[CH:10][C:9]2[C:4](=[C:5]([O:13][CH3:14])[C:6]([CH3:12])=[CH:7][CH:8]=2)[N:3]=1.[NH2:15][C@H:16]1[CH2:21][CH2:20][C@H:19]([OH:22])[CH2:18][CH2:17]1.C1CCN2C(=NCCC2)CC1. Product: [CH3:14][O:13][C:5]1[C:6]([CH3:12])=[CH:7][CH:8]=[C:9]2[C:4]=1[N:3]=[C:2]([NH:15][C@H:16]1[CH2:21][CH2:20][C@H:19]([OH:22])[CH2:18][CH2:17]1)[N:11]=[CH:10]2. The catalyst class is: 23. (6) Reactant: [Br:1][C:2]1[C:11]2[CH2:10][CH2:9][CH2:8][C:7](=[O:12])[C:6]=2[CH:5]=[N:4][CH:3]=1.[BH4-].[Na+].CC(O)=O. Product: [Br:1][C:2]1[C:11]2[CH2:10][CH2:9][CH2:8][CH:7]([OH:12])[C:6]=2[CH:5]=[N:4][CH:3]=1. The catalyst class is: 5. (7) Reactant: [NH2:1][C:2]1[CH:10]=[C:9]([Br:11])[CH:8]=[CH:7][C:3]=1[C:4]([OH:6])=[O:5].CN(C)C=O.C(N(CC)CC)C.[C:24](O[C:24]([O:26][C:27]([CH3:30])([CH3:29])[CH3:28])=[O:25])([O:26][C:27]([CH3:30])([CH3:29])[CH3:28])=[O:25]. Product: [Br:11][C:9]1[CH:8]=[CH:7][C:3]([C:4]([OH:6])=[O:5])=[C:2]([NH:1][C:24]([O:26][C:27]([CH3:30])([CH3:29])[CH3:28])=[O:25])[CH:10]=1. The catalyst class is: 6. (8) Reactant: [C:1]1([CH2:7][CH2:8][NH:9][C:10]([C:12]2[CH:17]=[CH:16][C:15]([N:18]3[C:22]([CH2:23][CH2:24][CH3:25])=[C:21]([C:26](O)=[O:27])[N:20]=[N:19]3)=[CH:14][CH:13]=2)=[O:11])[CH:6]=[CH:5][CH:4]=[CH:3][CH:2]=1.C1C=C[C:32]2N(O)N=[N:35][C:33]=2[CH:34]=1.C1(N)CC1.CCN=C=NCCCN(C)C.C(=O)([O-])[O-].[Na+].[Na+]. Product: [CH:33]1([NH:35][C:26]([C:21]2[N:20]=[N:19][N:18]([C:15]3[CH:14]=[CH:13][C:12]([C:10]([NH:9][CH2:8][CH2:7][C:1]4[CH:2]=[CH:3][CH:4]=[CH:5][CH:6]=4)=[O:11])=[CH:17][CH:16]=3)[C:22]=2[CH2:23][CH2:24][CH3:25])=[O:27])[CH2:34][CH2:32]1. The catalyst class is: 444.